Dataset: Catalyst prediction with 721,799 reactions and 888 catalyst types from USPTO. Task: Predict which catalyst facilitates the given reaction. (1) The catalyst class is: 2. Product: [C:1]([C:3]1[CH:8]=[C:7]([CH3:9])[CH:6]=[CH:5][C:4]=1[C:10]1[CH:11]=[C:12]([C:17]([O:19][CH3:20])=[O:18])[CH:13]=[C:14]([O:16][CH2:41][CH:42]2[O:47][CH2:46][CH2:45][N:44]([C:48]([O:50][C:51]([CH3:52])([CH3:54])[CH3:53])=[O:49])[CH2:43]2)[CH:15]=1)#[N:2]. Reactant: [C:1]([C:3]1[CH:8]=[C:7]([CH3:9])[CH:6]=[CH:5][C:4]=1[C:10]1[CH:15]=[C:14]([OH:16])[CH:13]=[C:12]([C:17]([O:19][CH3:20])=[O:18])[CH:11]=1)#[N:2].C1(P(C2C=CC=CC=2)C2C=CC=CC=2)C=CC=CC=1.O[CH2:41][CH:42]1[O:47][CH2:46][CH2:45][N:44]([C:48]([O:50][C:51]([CH3:54])([CH3:53])[CH3:52])=[O:49])[CH2:43]1.N(C(OC(C)C)=O)=NC(OC(C)C)=O. (2) Reactant: [CH:1]1[C:5]2[C:6]([Cl:10])=[N:7][CH:8]=[N:9][C:4]=2[NH:3][CH:2]=1.[Br:11]N1C(=O)CCC1=O. Product: [Cl:10][C:6]1[C:5]2[C:1]([Br:11])=[CH:2][NH:3][C:4]=2[N:9]=[CH:8][N:7]=1. The catalyst class is: 4. (3) Reactant: Br[CH2:2][CH2:3][OH:4].[Cl:5][C:6]1[CH:33]=[CH:32][C:9]([C:10]([NH:12][CH2:13][CH:14]2[CH2:19][CH2:18][N:17]([CH2:20][C:21]3[O:25][N:24]=[C:23]([C:26]4[CH:31]=[CH:30][CH:29]=[CH:28][CH:27]=4)[CH:22]=3)[CH2:16][CH2:15]2)=[O:11])=[CH:8][C:7]=1[OH:34].C(=O)([O-])[O-].[K+].[K+].Cl. Product: [Cl:5][C:6]1[CH:33]=[CH:32][C:9]([C:10]([NH:12][CH2:13][CH:14]2[CH2:19][CH2:18][N:17]([CH2:20][C:21]3[O:25][N:24]=[C:23]([C:26]4[CH:27]=[CH:28][CH:29]=[CH:30][CH:31]=4)[CH:22]=3)[CH2:16][CH2:15]2)=[O:11])=[CH:8][C:7]=1[O:34][CH2:2][CH2:3][OH:4]. The catalyst class is: 9. (4) Product: [F:23][C:2]([F:1])([C:17]1[CH:22]=[CH:21][CH:20]=[CH:19][CH:18]=1)[CH2:3][NH:4][C:5]1[C:6]([F:16])=[C:7]([CH2:12][C:13]([NH:60][CH2:61][C:62]2[C:67]([CH3:68])=[N:66][C:65]([NH:69][C:70]([O:72][C:73]([CH3:75])([CH3:74])[CH3:76])=[O:71])=[CH:64][C:63]=2[CH3:77])=[O:15])[C:8]([Cl:11])=[CH:9][CH:10]=1. The catalyst class is: 3. Reactant: [F:1][C:2]([F:23])([C:17]1[CH:22]=[CH:21][CH:20]=[CH:19][CH:18]=1)[CH2:3][NH:4][C:5]1[C:6]([F:16])=[C:7]([CH2:12][C:13]([OH:15])=O)[C:8]([Cl:11])=[CH:9][CH:10]=1.F[P-](F)(F)(F)(F)F.N1(O[P+](N(C)C)(N(C)C)N(C)C)C2C=CC=CC=2N=N1.CCN(C(C)C)C(C)C.[NH2:60][CH2:61][C:62]1[C:63]([CH3:77])=[CH:64][C:65]([NH:69][C:70]([O:72][C:73]([CH3:76])([CH3:75])[CH3:74])=[O:71])=[N:66][C:67]=1[CH3:68]. (5) Reactant: [BH4-].[Na+].[C:3]([C:11]1[CH:23]=[CH:22][C:14]([C:15]([O:17][C:18]([CH3:21])([CH3:20])[CH3:19])=[O:16])=[CH:13][CH:12]=1)(=[O:10])[C:4]1[CH:9]=[CH:8][CH:7]=[CH:6][CH:5]=1. Product: [OH:10][CH:3]([C:4]1[CH:5]=[CH:6][CH:7]=[CH:8][CH:9]=1)[C:11]1[CH:12]=[CH:13][C:14]([C:15]([O:17][C:18]([CH3:21])([CH3:20])[CH3:19])=[O:16])=[CH:22][CH:23]=1. The catalyst class is: 8. (6) The catalyst class is: 8. Reactant: [N:1]1[CH:6]=[CH:5][CH:4]=[CH:3][C:2]=1[C:7](=[S:9])[NH2:8].Br[CH2:11][C:12](=O)[C:13]([O:15][CH2:16][CH3:17])=[O:14]. Product: [N:1]1[CH:6]=[CH:5][CH:4]=[CH:3][C:2]=1[C:7]1[S:9][CH:11]=[C:12]([C:13]([O:15][CH2:16][CH3:17])=[O:14])[N:8]=1. (7) Reactant: C([O:3][C:4](=O)[CH2:5][C:6](=O)[C:7]1[CH:12]=[C:11]([O:13][CH3:14])[C:10]([O:15][CH3:16])=[C:9]([O:17][CH3:18])[CH:8]=1)C.[NH2:21][NH2:22]. Product: [CH3:18][O:17][C:9]1[CH:8]=[C:7]([C:6]2[CH2:5][C:4](=[O:3])[NH:21][N:22]=2)[CH:12]=[C:11]([O:13][CH3:14])[C:10]=1[O:15][CH3:16]. The catalyst class is: 10. (8) Reactant: [CH:1](=O)[CH:2]([CH3:4])[CH3:3].[C:6]([CH2:8][C:9]([O:11][CH3:12])=[O:10])#[N:7].C([O-])(=O)C.[NH4+].C(O)(=O)C. Product: [CH3:12][O:11][C:9](=[O:10])[C:8]([C:6]#[N:7])=[CH:1][CH:2]([CH3:4])[CH3:3]. The catalyst class is: 48. (9) Reactant: [CH3:1][O:2][C:3]1[CH:11]=[CH:10][C:6]2[N:7]=[CH:8][NH:9][C:5]=2[CH:4]=1.[H-].[Na+].I[CH3:15]. The catalyst class is: 9. Product: [CH3:1][O:2][C:3]1[CH:11]=[CH:10][C:6]2[N:7]([CH3:15])[CH:8]=[N:9][C:5]=2[CH:4]=1.